This data is from Reaction yield outcomes from USPTO patents with 853,638 reactions. The task is: Predict the reaction yield, written as a fraction of the theoretical maximum amount of product (1.0 means a 100% yield; for example, 0.34 means a 34% yield). (1) The yield is 0.900. The reactants are [CH3:1][S:2]([O:5][CH2:6][CH3:7])(=[O:4])=[O:3].C([Li])CCC.CCCCCC.P(Cl)(OCC)(OCC)=O.[Br:28][C:29]1[CH:34]=[CH:33][C:32]([CH:35]=O)=[CH:31][N:30]=1. The product is [Br:28][C:29]1[N:30]=[CH:31][C:32](/[CH:35]=[CH:1]/[S:2]([O:5][CH2:6][CH3:7])(=[O:4])=[O:3])=[CH:33][CH:34]=1. The catalyst is O1CCCC1.O. (2) The reactants are [Si]([O:8][C@@H:9]([CH3:37])[C@H:10]([C:22]1[O:26][C:25]([C:27]2[CH:32]=[CH:31][C:30]([NH:33][C:34](=[O:36])[CH3:35])=[CH:29][CH:28]=2)=[N:24][N:23]=1)[NH:11][C:12]1[CH:17]=[CH:16][C:15]([C:18]#[N:19])=[C:14]([Cl:20])[C:13]=1[CH3:21])(C(C)(C)C)(C)C.CCCC[N+](CCCC)(CCCC)CCCC.[F-]. The catalyst is C1COCC1. The product is [Cl:20][C:14]1[C:13]([CH3:21])=[C:12]([NH:11][C@@H:10]([C:22]2[O:26][C:25]([C:27]3[CH:28]=[CH:29][C:30]([NH:33][C:34](=[O:36])[CH3:35])=[CH:31][CH:32]=3)=[N:24][N:23]=2)[C@@H:9]([OH:8])[CH3:37])[CH:17]=[CH:16][C:15]=1[C:18]#[N:19]. The yield is 0.880.